Dataset: Full USPTO retrosynthesis dataset with 1.9M reactions from patents (1976-2016). Task: Predict the reactants needed to synthesize the given product. Given the product [Br:1][C:2]1[CH:6]=[C:5]([C:15]2[CH:14]=[CH:13][CH:12]=[C:11]([C:10]([F:21])([F:20])[F:9])[CH:16]=2)[S:4][C:3]=1[CH3:8], predict the reactants needed to synthesize it. The reactants are: [Br:1][C:2]1[CH:6]=[C:5](Br)[S:4][C:3]=1[CH3:8].[F:9][C:10]([F:21])([F:20])[C:11]1[CH:12]=[C:13](B(O)O)[CH:14]=[CH:15][CH:16]=1.C(=O)([O-])[O-].[Cs+].[Cs+].O1CCCC1.